From a dataset of Full USPTO retrosynthesis dataset with 1.9M reactions from patents (1976-2016). Predict the reactants needed to synthesize the given product. (1) Given the product [O:1]1[C:5]2[CH:6]=[CH:7][C:8]([C:10]3[O:12][N:22]=[C:15]([C:16]4[CH:17]=[N:18][CH:19]=[CH:20][CH:21]=4)[N:14]=3)=[CH:9][C:4]=2[CH:3]=[CH:2]1, predict the reactants needed to synthesize it. The reactants are: [O:1]1[C:5]2[CH:6]=[CH:7][C:8]([C:10]([OH:12])=O)=[CH:9][C:4]=2[CH:3]=[CH:2]1.O[N:14]=[C:15]([NH2:22])[C:16]1[CH:21]=[CH:20][CH:19]=[N:18][CH:17]=1.N. (2) The reactants are: [CH3:1][C:2]([C:4]1[CH:5]=[CH:6][CH:7]=[C:8]([OH:10])[CH:9]=1)=[O:3].C(=O)([O-])[O-].[K+].[K+].[CH2:17](Br)[C:18]1[CH:23]=[CH:22][CH:21]=[CH:20][CH:19]=1. Given the product [CH2:17]([O:10][C:8]1[CH:9]=[C:4]([C:2](=[O:3])[CH3:1])[CH:5]=[CH:6][CH:7]=1)[C:18]1[CH:23]=[CH:22][CH:21]=[CH:20][CH:19]=1, predict the reactants needed to synthesize it. (3) Given the product [ClH:26].[F:2][C:3]([F:32])([F:31])[C:4]1[CH:30]=[CH:29][CH:28]=[CH:27][C:5]=1[O:6][CH2:7][CH2:8][NH:9][CH2:10][CH2:11][NH:12][S:13]([C:16]1[C:17]2[CH:18]=[CH:19][N:20]=[C:21]([OH:36])[C:22]=2[CH:23]=[CH:24][CH:25]=1)(=[O:15])=[O:14], predict the reactants needed to synthesize it. The reactants are: Cl.[F:2][C:3]([F:32])([F:31])[C:4]1[CH:30]=[CH:29][CH:28]=[CH:27][C:5]=1[O:6][CH2:7][CH2:8][NH:9][CH2:10][CH2:11][NH:12][S:13]([C:16]1[C:17]2[CH:18]=[CH:19][N:20]=[C:21]([Cl:26])[C:22]=2[CH:23]=[CH:24][CH:25]=1)(=[O:15])=[O:14].C1C[O:36]CC1. (4) Given the product [C:23]([CH2:22][O:17][C:10]1[CH:11]=[C:12]([C:15]#[N:16])[CH:13]=[CH:14][C:9]=1[CH2:8][NH:7][C:5](=[O:6])[C:4]1[CH:18]=[CH:19][CH:20]=[C:2]([Cl:1])[CH:3]=1)(=[O:24])[NH2:25], predict the reactants needed to synthesize it. The reactants are: [Cl:1][C:2]1[CH:3]=[C:4]([CH:18]=[CH:19][CH:20]=1)[C:5]([NH:7][CH2:8][C:9]1[CH:14]=[CH:13][C:12]([C:15]#[N:16])=[CH:11][C:10]=1[OH:17])=[O:6].I[CH2:22][C:23]([NH2:25])=[O:24]. (5) Given the product [NH2:104][CH:102]1[CH2:103][CH:100]([O:99][CH2:98][CH2:97][N:94]2[C:86]3[N:87]=[C:88]([NH:91][CH2:92][CH3:93])[N:89]=[CH:90][C:85]=3[CH:84]=[C:83]([C:71]3[CH:72]=[CH:73][C:74]([C:76]4[CH:81]=[N:80][CH:79]=[C:78]([CH3:82])[N:77]=4)=[CH:75][C:70]=3[Cl:69])[C:95]2=[O:96])[CH2:101]1, predict the reactants needed to synthesize it. The reactants are: ClC1C=C(C2C=NC=C(C)N=2)C=CC=1C1C(=O)NC2N=C(SC)N=CC=2C=1.OCCOC1CC(N2C(=O)C3C(=CC=CC=3)C2=O)C1.CC1(C)O[C@@H](CCO)CO1.NC1CC(OCCO)C1.C(N)C.[Cl:69][C:70]1[CH:75]=[C:74]([C:76]2[CH:81]=[N:80][CH:79]=[C:78]([CH3:82])[N:77]=2)[CH:73]=[CH:72][C:71]=1[C:83]1[C:95](=[O:96])[N:94]([CH2:97][CH2:98][O:99][CH:100]2[CH2:103][CH:102]([N:104]3C(=O)C4C(=CC=CC=4)C3=O)[CH2:101]2)[C:86]2[N:87]=[C:88]([NH:91][CH2:92][CH3:93])[N:89]=[CH:90][C:85]=2[CH:84]=1.